This data is from Peptide-MHC class I binding affinity with 185,985 pairs from IEDB/IMGT. The task is: Regression. Given a peptide amino acid sequence and an MHC pseudo amino acid sequence, predict their binding affinity value. This is MHC class I binding data. (1) The peptide sequence is SVLRAVLPR. The MHC is HLA-A31:01 with pseudo-sequence HLA-A31:01. The binding affinity (normalized) is 0.782. (2) The peptide sequence is WFITQRNFF. The MHC is HLA-A26:01 with pseudo-sequence HLA-A26:01. The binding affinity (normalized) is 0.524. (3) The peptide sequence is RVKEKYQHL. The MHC is HLA-B57:01 with pseudo-sequence HLA-B57:01. The binding affinity (normalized) is 0.265. (4) The binding affinity (normalized) is 0.577. The MHC is HLA-A02:06 with pseudo-sequence HLA-A02:06. The peptide sequence is LMGHFSWWTA. (5) The peptide sequence is FENAILSMT. The MHC is HLA-B45:01 with pseudo-sequence HLA-B45:01. The binding affinity (normalized) is 0.306. (6) The peptide sequence is SDYCLSLIV. The MHC is Patr-B2401 with pseudo-sequence Patr-B2401. The binding affinity (normalized) is 0.609. (7) The binding affinity (normalized) is 0.395. The peptide sequence is YTNVVPLVY. The MHC is HLA-B57:01 with pseudo-sequence HLA-B57:01.